This data is from Full USPTO retrosynthesis dataset with 1.9M reactions from patents (1976-2016). The task is: Predict the reactants needed to synthesize the given product. (1) Given the product [F:7][C:8]1[CH:9]=[C:10]([N:21]2[CH2:25][CH:24]([C:26]([NH2:28])=[O:27])[O:23][C:22]2=[O:29])[CH:11]=[CH:12][C:13]=1[CH:14]1[CH2:15][CH2:16][C:17](=[O:20])[CH2:18][CH2:19]1, predict the reactants needed to synthesize it. The reactants are: C(Cl)(=O)C(Cl)=O.[F:7][C:8]1[CH:9]=[C:10]([N:21]2[CH2:25][CH:24]([C:26]([NH2:28])=[O:27])[O:23][C:22]2=[O:29])[CH:11]=[CH:12][C:13]=1[CH:14]1[CH2:19][CH2:18][CH:17]([OH:20])[CH2:16][CH2:15]1.CCN(C(C)C)C(C)C.[Cl-].[NH4+]. (2) Given the product [CH3:1][O:2][C:3]1[C:11]2[C:6](=[CH:7][CH:8]=[CH:9][C:10]=2[CH2:12][NH2:13])[N:5]([CH:14]2[CH2:19][CH2:18][CH2:17][CH2:16][O:15]2)[N:4]=1, predict the reactants needed to synthesize it. The reactants are: [CH3:1][O:2][C:3]1[C:11]2[C:10]([C:12]#[N:13])=[CH:9][CH:8]=[CH:7][C:6]=2[N:5]([CH:14]2[CH2:19][CH2:18][CH2:17][CH2:16][O:15]2)[N:4]=1. (3) Given the product [CH2:29]([O:23][C:22](=[O:25])[N:2]([CH2:3][CH2:4][CH2:5][N:6]1[C:7]2[CH:8]=[CH:9][CH:10]=[CH:11][C:12]=2[CH2:13][CH2:14][C:15]2[CH:20]=[CH:19][CH:18]=[CH:17][C:16]1=2)[CH3:1])[CH2:28][CH3:31], predict the reactants needed to synthesize it. The reactants are: [CH3:1][NH:2][CH2:3][CH2:4][CH2:5][N:6]1[C:16]2[CH:17]=[CH:18][CH:19]=[CH:20][C:15]=2[CH2:14][CH2:13][C:12]2[CH:11]=[CH:10][CH:9]=[CH:8][C:7]1=2.Cl.[C:22](=[O:25])([O-])[O-:23].[K+].[K+].[CH2:28]([C:31](Cl)(Cl)Cl)[CH2:29]C. (4) The reactants are: [Br:1][C:2]1[CH:7]=[CH:6][C:5]([N+:8]([O-:10])=[O:9])=[C:4](F)[CH:3]=1.[NH2:12][CH2:13][CH2:14][OH:15]. Given the product [Br:1][C:2]1[CH:7]=[CH:6][C:5]([N+:8]([O-:10])=[O:9])=[C:4]([NH:12][CH2:13][CH2:14][OH:15])[CH:3]=1, predict the reactants needed to synthesize it. (5) Given the product [CH3:19][CH:18]([CH2:17][CH:16]=[CH2:15])/[CH:1]=[CH:2]/[C:3]([OH:5])=[O:4], predict the reactants needed to synthesize it. The reactants are: [C:1](O)(=O)[CH2:2][C:3]([OH:5])=[O:4].N1CCOCC1.N1[CH:19]=[CH:18][CH:17]=[CH:16][CH:15]=1.CC(CC=C)C=O.Cl. (6) Given the product [CH3:28][N:16]([C:17]1[CH:27]=[CH:26][C:20]([C:21]([O:23][CH2:24][CH3:25])=[O:22])=[CH:19][CH:18]=1)[C:13]1[S:14][CH:15]=[C:11]([C:8]2[CH:7]=[CH:6][C:5]([N+:2]([O-:4])=[O:3])=[CH:10][CH:9]=2)[N:12]=1, predict the reactants needed to synthesize it. The reactants are: Br.[N+:2]([C:5]1[CH:10]=[CH:9][C:8]([C:11]2[N:12]=[C:13]([NH:16][C:17]3[CH:27]=[CH:26][C:20]([C:21]([O:23][CH2:24][CH3:25])=[O:22])=[CH:19][CH:18]=3)[S:14][CH:15]=2)=[CH:7][CH:6]=1)([O-:4])=[O:3].[C:28](=O)([O-])[O-].[K+].[K+].S(OC)(OC)(=O)=O. (7) Given the product [F:40][C:2]1([F:1])[O:6][C:5]2[CH:7]=[CH:8][C:9]([C:11]3([C:14]([NH:16][C@@H:17]4[CH2:22][C@@H:21]([C:23]5[CH:28]=[CH:27][CH:26]=[CH:25][CH:24]=5)[O:20][C@@H:19]([C:29]5[CH:38]=[CH:37][C:32]([C:33]([OH:35])=[O:34])=[CH:31][C:30]=5[F:39])[CH2:18]4)=[O:15])[CH2:13][CH2:12]3)=[CH:10][C:4]=2[O:3]1, predict the reactants needed to synthesize it. The reactants are: [F:1][C:2]1([F:40])[O:6][C:5]2[CH:7]=[CH:8][C:9]([C:11]3([C:14]([NH:16][C@@H:17]4[CH2:22][C@@H:21]([C:23]5[CH:28]=[CH:27][CH:26]=[CH:25][CH:24]=5)[O:20][C@@H:19]([C:29]5[CH:38]=[CH:37][C:32]([C:33]([O:35]C)=[O:34])=[CH:31][C:30]=5[F:39])[CH2:18]4)=[O:15])[CH2:13][CH2:12]3)=[CH:10][C:4]=2[O:3]1. (8) Given the product [Br:1][C:2]1[CH:7]=[CH:6][C:5]([CH:8]([NH:10][C:11](=[O:12])[O:13][C:14]([CH3:17])([CH3:16])[CH3:15])[CH3:9])=[CH:4][CH:3]=1, predict the reactants needed to synthesize it. The reactants are: [Br:1][C:2]1[CH:7]=[CH:6][C:5]([CH:8]([NH2:10])[CH3:9])=[CH:4][CH:3]=1.[C:11](O[C:11]([O:13][C:14]([CH3:17])([CH3:16])[CH3:15])=[O:12])([O:13][C:14]([CH3:17])([CH3:16])[CH3:15])=[O:12]. (9) Given the product [CH3:1][O:2][C:3]1[C:8]2[S:9][C:10]3[CH:15]=[CH:14][CH:13]=[CH:12][C:11]=3[C:7]=2[C:6]([N+:16]([O-:18])=[O:17])=[CH:5][CH:4]=1, predict the reactants needed to synthesize it. The reactants are: [CH3:1][O:2][C:3]1[C:8]2[S:9][C:10]3[CH:15]=[CH:14][CH:13]=[CH:12][C:11]=3[C:7]=2[CH:6]=[CH:5][CH:4]=1.[N+:16]([O-])([OH:18])=[O:17].O.